From a dataset of Reaction yield outcomes from USPTO patents with 853,638 reactions. Predict the reaction yield, written as a fraction of the theoretical maximum amount of product (1.0 means a 100% yield; for example, 0.34 means a 34% yield). (1) The product is [NH2:1][C:4]1[CH:17]=[CH:16][C:7]2[N:8]([C:13](=[O:15])[CH3:14])[CH2:9][CH2:10][CH2:11][O:12][C:6]=2[CH:5]=1. The catalyst is [Pd].C(O)C. The yield is 0.990. The reactants are [N+:1]([C:4]1[CH:17]=[CH:16][C:7]2[N:8]([C:13](=[O:15])[CH3:14])[CH2:9][CH2:10][CH2:11][O:12][C:6]=2[CH:5]=1)([O-])=O. (2) The catalyst is C(Cl)Cl. The reactants are [OH:1][C:2]1[CH:3]=[CH:4][CH:5]=[C:6]2[C:11]=1[N:10]=[C:9]([CH:12]=[O:13])[CH:8]=[CH:7]2.N1C=CN=C1.[C:19]([Si:23](Cl)([CH3:25])[CH3:24])([CH3:22])([CH3:21])[CH3:20]. The product is [Si:23]([O:1][C:2]1[CH:3]=[CH:4][CH:5]=[C:6]2[C:11]=1[N:10]=[C:9]([CH:12]=[O:13])[CH:8]=[CH:7]2)([C:19]([CH3:22])([CH3:21])[CH3:20])([CH3:25])[CH3:24]. The yield is 0.830. (3) The reactants are [OH:1][C:2]1[CH:7]=[CH:6][C:5]([C:8]2[S:9][C:10]3[C:15]([C:16](=[O:18])[CH:17]=2)=[CH:14][CH:13]=[CH:12][CH:11]=3)=[CH:4][CH:3]=1.[CH3:19][C:20](OC(C)=O)=[O:21].CCN(CC)CC.O. The catalyst is CN(C1C=CN=CC=1)C.C(Cl)Cl. The product is [C:20]([O:1][C:2]1[CH:7]=[CH:6][C:5]([C:8]2[S:9][C:10]3[C:15]([C:16](=[O:18])[CH:17]=2)=[CH:14][CH:13]=[CH:12][CH:11]=3)=[CH:4][CH:3]=1)(=[O:21])[CH3:19]. The yield is 0.960. (4) The reactants are [C:1]([C:4]1[S:5]C(Br)=C[CH:8]=1)(=O)[CH3:2].[Br:10][C:11]1[S:15][C:14]([C:16]([CH2:18][C:19]#[N:20])=[O:17])=[CH:13][CH:12]=1.N1CCOCC1.[S]. The catalyst is CC(=O)CC. The product is [NH2:20][C:19]1[S:5][C:4]([CH3:8])=[C:1]([CH3:2])[C:18]=1[C:16]([C:14]1[S:15][C:11]([Br:10])=[CH:12][CH:13]=1)=[O:17]. The yield is 0.510. (5) The reactants are Br[C:2]1[CH:3]=[C:4]([C:9]2[CH:14]=[CH:13][C:12]([C:15]([O:17][CH2:18][CH3:19])=[O:16])=[CH:11][CH:10]=2)[CH:5]=[CH:6][C:7]=1[OH:8].[C:20]([C:24]1[CH:25]=[C:26](B(O)O)[CH:27]=[CH:28][C:29]=1[N:30]([CH2:33][CH3:34])[CH2:31][CH3:32])([CH3:23])([CH3:22])[CH3:21].C(=O)([O-])[O-].[K+].[K+].O. The catalyst is C1(C)C=CC=CC=1.C1C=CC([P]([Pd]([P](C2C=CC=CC=2)(C2C=CC=CC=2)C2C=CC=CC=2)([P](C2C=CC=CC=2)(C2C=CC=CC=2)C2C=CC=CC=2)[P](C2C=CC=CC=2)(C2C=CC=CC=2)C2C=CC=CC=2)(C2C=CC=CC=2)C2C=CC=CC=2)=CC=1. The product is [C:20]([C:24]1[CH:25]=[C:26]([C:2]2[CH:3]=[C:4]([C:9]3[CH:14]=[CH:13][C:12]([C:15]([O:17][CH2:18][CH3:19])=[O:16])=[CH:11][CH:10]=3)[CH:5]=[CH:6][C:7]=2[OH:8])[CH:27]=[CH:28][C:29]=1[N:30]([CH2:33][CH3:34])[CH2:31][CH3:32])([CH3:23])([CH3:21])[CH3:22]. The yield is 0.160.